From a dataset of TCR-epitope binding with 47,182 pairs between 192 epitopes and 23,139 TCRs. Binary Classification. Given a T-cell receptor sequence (or CDR3 region) and an epitope sequence, predict whether binding occurs between them. (1) The epitope is YEGNSPFHPL. The TCR CDR3 sequence is CASSPTDFYGYTF. Result: 0 (the TCR does not bind to the epitope). (2) The epitope is FADDLNQLTGY. The TCR CDR3 sequence is CASSLDPLGNEQFF. Result: 0 (the TCR does not bind to the epitope). (3) The epitope is IVTDFSVIK. The TCR CDR3 sequence is CASSPTGLGGGYTF. Result: 1 (the TCR binds to the epitope). (4) The epitope is TVYDPLQPELDSFK. The TCR CDR3 sequence is CATSDLSGGNEQFF. Result: 0 (the TCR does not bind to the epitope). (5) The epitope is GTSGSPIVNR. The TCR CDR3 sequence is CASSVDKGGTDEQFF. Result: 0 (the TCR does not bind to the epitope). (6) The epitope is VTIAEILLI. The TCR CDR3 sequence is CASGLQGENYEQYF. Result: 0 (the TCR does not bind to the epitope). (7) The epitope is SSTFNVPMEKLK. The TCR CDR3 sequence is CATRVGLEQFF. Result: 0 (the TCR does not bind to the epitope).